Dataset: Catalyst prediction with 721,799 reactions and 888 catalyst types from USPTO. Task: Predict which catalyst facilitates the given reaction. (1) Reactant: [Cl:1][C:2]1[N:10]=[C:9]([O:11][CH2:12][CH3:13])[CH:8]=[CH:7][C:3]=1[C:4]([OH:6])=[O:5].[CH3:14]N(C)C=O.C(Cl)(=O)C(Cl)=O. Product: [Cl:1][C:2]1[N:10]=[C:9]([O:11][CH2:12][CH3:13])[CH:8]=[CH:7][C:3]=1[C:4]([O:6][CH3:14])=[O:5]. The catalyst class is: 7. (2) Reactant: [CH3:1][O:2][C:3]1[CH:4]=[C:5]([CH:8]=[CH:9][CH:10]=1)[CH:6]=O.[C:11]([O:15][C:16]([CH3:19])([CH3:18])[CH3:17])(=[O:14])[NH:12][NH2:13]. Product: [CH3:1][O:2][C:3]1[CH:4]=[C:5]([CH:8]=[CH:9][CH:10]=1)[CH:6]=[N:13][NH:12][C:11]([O:15][C:16]([CH3:19])([CH3:18])[CH3:17])=[O:14]. The catalyst class is: 7. (3) Reactant: [CH3:1][C:2]1[CH:3]=[N:4][CH:5]=[C:6]([CH3:9])[C:7]=1[NH2:8].Cl[C:11]1[C:20]2[C:15](=[C:16]([O:23][CH:24]3[CH2:28][CH2:27][CH2:26][CH2:25]3)[C:17]([O:21][CH3:22])=[CH:18][CH:19]=2)[N:14]=[CH:13][CH:12]=1. Product: [CH:24]1([O:23][C:16]2[C:17]([O:21][CH3:22])=[CH:18][CH:19]=[C:20]3[C:15]=2[N:14]=[CH:13][CH:12]=[C:11]3[NH:8][C:7]2[C:6]([CH3:9])=[CH:5][N:4]=[CH:3][C:2]=2[CH3:1])[CH2:25][CH2:26][CH2:27][CH2:28]1. The catalyst class is: 16. (4) Reactant: [CH3:1][NH:2][CH2:3][CH2:4][OH:5].[C:6]1([C:12](Cl)([C:19]2[CH:24]=[CH:23][CH:22]=[CH:21][CH:20]=2)[C:13]2[CH:18]=[CH:17][CH:16]=[CH:15][CH:14]=2)[CH:11]=[CH:10][CH:9]=[CH:8][CH:7]=1.C(N(CC)CC)C. Product: [CH3:1][N:2]([C:12]([C:6]1[CH:11]=[CH:10][CH:9]=[CH:8][CH:7]=1)([C:19]1[CH:20]=[CH:21][CH:22]=[CH:23][CH:24]=1)[C:13]1[CH:14]=[CH:15][CH:16]=[CH:17][CH:18]=1)[CH2:3][CH2:4][OH:5]. The catalyst class is: 2. (5) Reactant: [C:1]([O:5][C:6]([N:8]1[CH2:13][CH2:12][CH:11]([OH:14])[CH:10]([CH2:15][O:16][CH2:17][O:18][CH3:19])[CH2:9]1)=[O:7])([CH3:4])([CH3:3])[CH3:2].[H-].[Na+].[CH2:22]([C:26]1[N:27]=[N:28][C:29](Cl)=[CH:30][C:31]=1[C:32]1[CH:37]=[CH:36][C:35]([O:38][CH:39]2[CH2:44][CH2:43][CH2:42][CH2:41][CH2:40]2)=[CH:34][CH:33]=1)[CH2:23][CH2:24][CH3:25]. Product: [C:1]([O:5][C:6]([N:8]1[CH2:13][CH2:12][CH:11]([O:14][C:29]2[N:28]=[N:27][C:26]([CH2:22][CH2:23][CH2:24][CH3:25])=[C:31]([C:32]3[CH:33]=[CH:34][C:35]([O:38][CH:39]4[CH2:44][CH2:43][CH2:42][CH2:41][CH2:40]4)=[CH:36][CH:37]=3)[CH:30]=2)[CH:10]([CH2:15][O:16][CH2:17][O:18][CH3:19])[CH2:9]1)=[O:7])([CH3:4])([CH3:3])[CH3:2]. The catalyst class is: 1. (6) Reactant: [Br:1][C:2]1[CH:3]=[N:4][N:5]([CH3:16])[C:6]=1[C:7]1[CH:8]=[C:9]([C:13]([OH:15])=O)[S:10][C:11]=1[CH3:12].[NH2:17][C@@H:18]([CH2:31][C:32]1[CH:37]=[CH:36][C:35]([F:38])=[CH:34][CH:33]=1)[CH2:19][N:20]1[C:28](=[O:29])[C:27]2[C:22](=[CH:23][CH:24]=[CH:25][CH:26]=2)[C:21]1=[O:30].CC(OC(N[C@H](C(O)=O)CC1C=CC=CC=1C(F)(F)F)=O)(C)C.C1CN([P+](Br)(N2CCCC2)N2CCCC2)CC1.F[P-](F)(F)(F)(F)F.CCN(C(C)C)C(C)C. Product: [Br:1][C:2]1[CH:3]=[N:4][N:5]([CH3:16])[C:6]=1[C:7]1[CH:8]=[C:9]([C:13]([NH:17][C@@H:18]([CH2:31][C:32]2[CH:33]=[CH:34][C:35]([F:38])=[CH:36][CH:37]=2)[CH2:19][N:20]2[C:28](=[O:29])[C:27]3[C:22](=[CH:23][CH:24]=[CH:25][CH:26]=3)[C:21]2=[O:30])=[O:15])[S:10][C:11]=1[CH3:12]. The catalyst class is: 22.